This data is from Reaction yield outcomes from USPTO patents with 853,638 reactions. The task is: Predict the reaction yield, written as a fraction of the theoretical maximum amount of product (1.0 means a 100% yield; for example, 0.34 means a 34% yield). (1) The yield is 0.700. The product is [F:9][C:10]1[CH:11]=[C:12]2[C:16](=[CH:17][CH:18]=1)[NH:15][CH:14]=[C:13]2[C@H:19]1[CH2:23][CH2:22][C@@H:21]([N:24]([CH3:1])[CH2:25][C@@H:26]2[O:40][C:30]3=[C:31]4[C:36](=[CH:37][CH:38]=[C:29]3[O:28][CH2:27]2)[N:35]=[C:34]([CH3:39])[CH:33]=[CH:32]4)[CH2:20]1. The reactants are [C:1](O)(=O)/C=C/C(O)=O.[F:9][C:10]1[CH:11]=[C:12]2[C:16](=[CH:17][CH:18]=1)[NH:15][CH:14]=[C:13]2[C@H:19]1[CH2:23][CH2:22][C@@H:21]([NH:24][CH2:25][C@@H:26]2[O:40][C:30]3=[C:31]4[C:36](=[CH:37][CH:38]=[C:29]3[O:28][CH2:27]2)[N:35]=[C:34]([CH3:39])[CH:33]=[CH:32]4)[CH2:20]1.C=O.C(O[BH-](OC(=O)C)OC(=O)C)(=O)C.[Na+]. The catalyst is O1CCCC1.CO. (2) The reactants are [Cl:1][C:2]1[C:10]2[N:9]=[C:8]3[N:11]([C:15]4[CH:20]=[CH:19][C:18]([Cl:21])=[CH:17][C:16]=4[Cl:22])[CH2:12][CH2:13][CH2:14][N:7]3[C:6]=2[C:5]([CH:23]([OH:26])[CH2:24][CH3:25])=[CH:4][CH:3]=1.[CH3:27][C:28]([S:33]([CH3:36])(=[O:35])=[O:34])([CH3:32])[C:29](O)=[O:30].C1(P(C2C=CC=CC=2)C2C=CC=CC=2)C=CC=CC=1.CCOC(/N=N/C(OCC)=O)=O.C1(C)C=CC=CC=1. The catalyst is O1CCCC1. The product is [CH3:27][C:28]([S:33]([CH3:36])(=[O:35])=[O:34])([CH3:32])[C:29]([O:26][CH:23]([C:5]1[C:6]2[N:7]3[CH2:14][CH2:13][CH2:12][N:11]([C:15]4[CH:20]=[CH:19][C:18]([Cl:21])=[CH:17][C:16]=4[Cl:22])[C:8]3=[N:9][C:10]=2[C:2]([Cl:1])=[CH:3][CH:4]=1)[CH2:24][CH3:25])=[O:30]. The yield is 0.610. (3) The reactants are [S-:1][C:2]#[N:3].[K+].[F:5][CH:6]([F:15])[O:7][C:8]1[N:13]=[CH:12][C:11]([NH2:14])=[CH:10][CH:9]=1.BrBr.O. The catalyst is C(O)(=O)C. The product is [F:15][CH:6]([F:5])[O:7][C:8]1[N:13]=[C:12]2[S:1][C:2]([NH2:3])=[N:14][C:11]2=[CH:10][CH:9]=1. The yield is 0.361.